Dataset: Peptide-MHC class II binding affinity with 134,281 pairs from IEDB. Task: Regression. Given a peptide amino acid sequence and an MHC pseudo amino acid sequence, predict their binding affinity value. This is MHC class II binding data. The peptide sequence is AFLLLGLAGNSSPSA. The MHC is DRB1_0405 with pseudo-sequence DRB1_0405. The binding affinity (normalized) is 0.371.